From a dataset of Catalyst prediction with 721,799 reactions and 888 catalyst types from USPTO. Predict which catalyst facilitates the given reaction. (1) Reactant: C(O)(=O)C.[CH:5]([NH2:7])=[NH:6].[Cl:8][C:9]1[CH:14]=[CH:13][C:12]([S:15][CH2:16][C:17](=O)[CH2:18][C:19](OCC)=[O:20])=[CH:11][CH:10]=1.C1(O)C=CC=CC=1. Product: [Cl:8][C:9]1[CH:10]=[CH:11][C:12]([S:15][CH2:16][C:17]2[N:7]=[CH:5][NH:6][C:19](=[O:20])[CH:18]=2)=[CH:13][CH:14]=1. The catalyst class is: 250. (2) Reactant: [CH3:1][C:2]1[NH:6][N:5]=[C:4]([C:7]2[CH:12]=[CH:11][CH:10]=[CH:9][CH:8]=2)[N:3]=1.C(=O)([O-])[O-].[K+].[K+].Br[CH2:20][CH2:21][NH:22][C:23](=[O:29])[O:24][C:25]([CH3:28])([CH3:27])[CH3:26]. Product: [CH3:1][C:2]1[N:6]([CH2:20][CH2:21][NH:22][C:23](=[O:29])[O:24][C:25]([CH3:28])([CH3:27])[CH3:26])[N:5]=[C:4]([C:7]2[CH:8]=[CH:9][CH:10]=[CH:11][CH:12]=2)[N:3]=1. The catalyst class is: 3. (3) Reactant: C(NC(C)C)(C)C.[Li]CCCC.[Li+].CC([N-]C(C)C)C.[Br:21][C:22]1[CH:23]=[N:24][CH:25]=[N:26][CH:27]=1.[O:28]1[C:32]2([CH2:37][CH2:36][C:35](=[O:38])[CH2:34][CH2:33]2)[O:31][CH2:30][CH2:29]1. Product: [Br:21][C:22]1[C:23]([C:35]2([OH:38])[CH2:36][CH2:37][C:32]3([O:31][CH2:30][CH2:29][O:28]3)[CH2:33][CH2:34]2)=[N:24][CH:25]=[N:26][CH:27]=1. The catalyst class is: 27.